Dataset: Forward reaction prediction with 1.9M reactions from USPTO patents (1976-2016). Task: Predict the product of the given reaction. Given the reactants [CH2:1]([O:3][C:4]([C:6]1[C:14]2[C:9](=[CH:10][CH:11]=[C:12]([OH:15])[CH:13]=2)[N:8]([C:16]2[CH:21]=[CH:20][C:19]([CH:22]([CH3:24])[CH3:23])=[CH:18][CH:17]=2)[C:7]=1[CH2:25][C:26]([O:28][CH2:29][CH3:30])=[O:27])=[O:5])[CH3:2].[F:31][C:32]([F:43])([F:42])[C:33]1[CH:34]=[C:35](B(O)O)[CH:36]=[CH:37][CH:38]=1, predict the reaction product. The product is: [CH2:1]([O:3][C:4]([C:6]1[C:14]2[C:9](=[CH:10][CH:11]=[C:12]([O:15][C:37]3[CH:36]=[CH:35][CH:34]=[C:33]([C:32]([F:43])([F:42])[F:31])[CH:38]=3)[CH:13]=2)[N:8]([C:16]2[CH:17]=[CH:18][C:19]([CH:22]([CH3:24])[CH3:23])=[CH:20][CH:21]=2)[C:7]=1[CH2:25][C:26]([O:28][CH2:29][CH3:30])=[O:27])=[O:5])[CH3:2].